Dataset: Merck oncology drug combination screen with 23,052 pairs across 39 cell lines. Task: Regression. Given two drug SMILES strings and cell line genomic features, predict the synergy score measuring deviation from expected non-interaction effect. (1) Drug 1: Cn1nnc2c(C(N)=O)ncn2c1=O. Drug 2: CCc1cnn2c(NCc3ccc[n+]([O-])c3)cc(N3CCCCC3CCO)nc12. Cell line: MSTO. Synergy scores: synergy=-43.7. (2) Drug 1: NC1(c2ccc(-c3nc4ccn5c(=O)[nH]nc5c4cc3-c3ccccc3)cc2)CCC1. Drug 2: CCC1(O)C(=O)OCc2c1cc1n(c2=O)Cc2cc3c(CN(C)C)c(O)ccc3nc2-1. Cell line: MDAMB436. Synergy scores: synergy=17.5. (3) Drug 1: CC1CC2C3CCC4=CC(=O)C=CC4(C)C3(F)C(O)CC2(C)C1(O)C(=O)CO. Drug 2: NC1(c2ccc(-c3nc4ccn5c(=O)[nH]nc5c4cc3-c3ccccc3)cc2)CCC1. Cell line: SKMEL30. Synergy scores: synergy=22.1. (4) Drug 1: CCN(CC)CCNC(=O)c1c(C)[nH]c(C=C2C(=O)Nc3ccc(F)cc32)c1C. Drug 2: NC1(c2ccc(-c3nc4ccn5c(=O)[nH]nc5c4cc3-c3ccccc3)cc2)CCC1. Cell line: SW620. Synergy scores: synergy=18.4.